Dataset: Reaction yield outcomes from USPTO patents with 853,638 reactions. Task: Predict the reaction yield, written as a fraction of the theoretical maximum amount of product (1.0 means a 100% yield; for example, 0.34 means a 34% yield). (1) The reactants are [CH:1]([Si:4]([CH:19]([CH3:21])[CH3:20])([CH:16]([CH3:18])[CH3:17])[O:5][CH2:6][CH2:7][C:8]1[CH:9]=[C:10]([CH2:14]O)[CH:11]=[CH:12][CH:13]=1)([CH3:3])[CH3:2].C1(P(C2C=CC=CC=2)C2C=CC=CC=2)C=CC=CC=1.N1C=CN=C1.[I:46]I. The catalyst is C(OCC)C.C(#N)C. The product is [I:46][CH2:14][C:10]1[CH:9]=[C:8]([CH:13]=[CH:12][CH:11]=1)[CH2:7][CH2:6][O:5][Si:4]([CH:19]([CH3:21])[CH3:20])([CH:16]([CH3:18])[CH3:17])[CH:1]([CH3:3])[CH3:2]. The yield is 0.640. (2) The reactants are Cl[C:2]1[C:7]2[N:8]=[C:9]([NH:12][C:13]3[CH:18]=[CH:17][C:16]([C:19]4[CH:20]=[N:21][N:22]([CH3:24])[CH:23]=4)=[CH:15][C:14]=3[CH3:25])[N:10]=[CH:11][C:6]=2[CH:5]=[CH:4][N:3]=1.[CH:26]1([CH2:29][NH2:30])[CH2:28][CH2:27]1. The catalyst is CN1C(=O)CCC1.C([O-])(O)=O.[Na+].CCOC(C)=O. The product is [CH:26]1([CH2:29][NH:30][C:2]2[C:7]3[N:8]=[C:9]([NH:12][C:13]4[CH:18]=[CH:17][C:16]([C:19]5[CH:20]=[N:21][N:22]([CH3:24])[CH:23]=5)=[CH:15][C:14]=4[CH3:25])[N:10]=[CH:11][C:6]=3[CH:5]=[CH:4][N:3]=2)[CH2:28][CH2:27]1. The yield is 0.100.